Dataset: M1 muscarinic receptor agonist screen with 61,833 compounds. Task: Binary Classification. Given a drug SMILES string, predict its activity (active/inactive) in a high-throughput screening assay against a specified biological target. The drug is S(=O)(=O)(Nc1c(OC)cc(NC(=O)C)c(OC)c1)c1ccc(F)cc1. The result is 0 (inactive).